Dataset: Forward reaction prediction with 1.9M reactions from USPTO patents (1976-2016). Task: Predict the product of the given reaction. (1) Given the reactants [C:1]([O:5][C:6]([NH:8][CH:9]([C:13]1[CH:18]=[CH:17][C:16]([Cl:19])=[C:15]([F:20])[CH:14]=1)[C:10]([OH:12])=O)=[O:7])([CH3:4])([CH3:3])[CH3:2].C(N(C(C)C)C(C)C)C.Cl.[CH3:31][NH:32][O:33][CH3:34].F[B-](F)(F)F.N1(OC(N(C)C)=[N+](C)C)C2C=CC=CC=2N=N1, predict the reaction product. The product is: [C:1]([O:5][C:6](=[O:7])[NH:8][CH:9]([C:13]1[CH:18]=[CH:17][C:16]([Cl:19])=[C:15]([F:20])[CH:14]=1)[C:10](=[O:12])[N:32]([O:33][CH3:34])[CH3:31])([CH3:2])([CH3:3])[CH3:4]. (2) Given the reactants [CH2:1]([C:5]1[CH:6]=[C:7]2[C:11](=[CH:12][CH:13]=1)[C:10](=[N:14]O)[CH2:9][CH2:8]2)[CH2:2][CH2:3][CH3:4], predict the reaction product. The product is: [CH2:1]([C:5]1[CH:6]=[C:7]2[C:11](=[CH:12][CH:13]=1)[CH:10]([NH2:14])[CH2:9][CH2:8]2)[CH2:2][CH2:3][CH3:4]. (3) Given the reactants [CH2:1]([CH:8]1[CH:17](O)[C:16]2[C:11](=[CH:12][CH:13]=[CH:14][CH:15]=2)[O:10][CH2:9]1)[C:2]1[CH:7]=[CH:6][CH:5]=[CH:4][CH:3]=1.C1(C)C=CC=CC=1.C1(P([N:40]=[N+:41]=[N-:42])(C2C=CC=CC=2)=O)C=CC=CC=1.N12CCCN=C1CCCCC2, predict the reaction product. The product is: [N:40]([CH:17]1[C:16]2[C:11](=[CH:12][CH:13]=[CH:14][CH:15]=2)[O:10][CH2:9][CH:8]1[CH2:1][C:2]1[CH:7]=[CH:6][CH:5]=[CH:4][CH:3]=1)=[N+:41]=[N-:42]. (4) Given the reactants [O:1]([C:8]1[CH:27]=[CH:26][C:11]([O:12][C:13]2[CH:18]=[CH:17][N:16]=[CH:15][C:14]=2[C:19]2[CH:20]=[C:21]([CH:23]=[CH:24][CH:25]=2)[NH2:22])=[CH:10][CH:9]=1)[C:2]1[CH:7]=[CH:6][CH:5]=[CH:4][CH:3]=1.[O:28]1[CH2:33][CH2:32][N:31]([CH2:34]/[CH:35]=[CH:36]/[C:37](O)=[O:38])[CH2:30][CH2:29]1, predict the reaction product. The product is: [O:28]1[CH2:33][CH2:32][N:31]([CH2:34]/[CH:35]=[CH:36]/[C:37]([NH:22][C:21]2[CH:23]=[CH:24][CH:25]=[C:19]([C:14]3[CH:15]=[N:16][CH:17]=[CH:18][C:13]=3[O:12][C:11]3[CH:10]=[CH:9][C:8]([O:1][C:2]4[CH:7]=[CH:6][CH:5]=[CH:4][CH:3]=4)=[CH:27][CH:26]=3)[CH:20]=2)=[O:38])[CH2:30][CH2:29]1. (5) Given the reactants [Si:1]([O:8][C:9]1[CH:52]=[CH:51][C:12]([CH2:13][CH:14]([C:41]([O:43]CC2C=CC=CC=2)=[O:42])[C:15]([C@H:27]2[CH2:32][CH2:31][C@@H:30]([O:33][Si:34]([C:37]([CH3:40])([CH3:39])[CH3:38])([CH3:36])[CH3:35])[CH2:29][CH2:28]2)([OH:26])[C:16]([O:18]CC2C=CC=CC=2)=[O:17])=[CH:11][CH:10]=1)([C:4]([CH3:7])([CH3:6])[CH3:5])([CH3:3])[CH3:2].[H][H], predict the reaction product. The product is: [Si:1]([O:8][C:9]1[CH:10]=[CH:11][C:12]([CH2:13][CH:14]([C:41]([OH:43])=[O:42])[C:15]([C@H:27]2[CH2:28][CH2:29][C@@H:30]([O:33][Si:34]([C:37]([CH3:38])([CH3:39])[CH3:40])([CH3:36])[CH3:35])[CH2:31][CH2:32]2)([OH:26])[C:16]([OH:18])=[O:17])=[CH:51][CH:52]=1)([C:4]([CH3:5])([CH3:6])[CH3:7])([CH3:3])[CH3:2]. (6) Given the reactants [NH2:1][CH:2]1[CH2:7][CH2:6][N:5]([C:8]([O:10][CH2:11][CH3:12])=[O:9])[CH2:4][CH2:3]1.[Br:13][C:14]1[C:15](Cl)=[N:16][C:17]([Cl:20])=[N:18][CH:19]=1, predict the reaction product. The product is: [Br:13][C:14]1[C:15]([NH:1][CH:2]2[CH2:3][CH2:4][N:5]([C:8]([O:10][CH2:11][CH3:12])=[O:9])[CH2:6][CH2:7]2)=[N:16][C:17]([Cl:20])=[N:18][CH:19]=1. (7) Given the reactants [Si:1]([O:8][C:9]([CH3:55])([CH3:54])[C:10]#[C:11][C:12]1[N:17]=[C:16]([C@@H:18]([NH:28][C:29](=[O:35])[O:30][C:31]([CH3:34])([CH3:33])[CH3:32])[CH2:19][C:20]2[CH:25]=[C:24]([F:26])[CH:23]=[C:22]([F:27])[CH:21]=2)[C:15]([C:36]2[CH:37]=[CH:38][C:39]([Cl:53])=[C:40]3[C:44]=2[N:43]([CH3:45])[N:42]=[C:41]3[NH:46][C:47](=[O:52])[C:48]([F:51])([F:50])[F:49])=[CH:14][CH:13]=1)([C:4]([CH3:7])([CH3:6])[CH3:5])([CH3:3])[CH3:2].C(=O)([O-])[O-].[Cs+].[Cs+].[CH2:62](OS(OCC)(=O)=O)[CH3:63], predict the reaction product. The product is: [Si:1]([O:8][C:9]([CH3:55])([CH3:54])[C:10]#[C:11][C:12]1[N:17]=[C:16]([C@@H:18]([NH:28][C:29](=[O:35])[O:30][C:31]([CH3:34])([CH3:33])[CH3:32])[CH2:19][C:20]2[CH:21]=[C:22]([F:27])[CH:23]=[C:24]([F:26])[CH:25]=2)[C:15]([C:36]2[CH:37]=[CH:38][C:39]([Cl:53])=[C:40]3[C:44]=2[N:43]([CH3:45])[N:42]=[C:41]3[N:46]([CH2:62][CH3:63])[C:47](=[O:52])[C:48]([F:49])([F:50])[F:51])=[CH:14][CH:13]=1)([C:4]([CH3:5])([CH3:6])[CH3:7])([CH3:2])[CH3:3].